From a dataset of Forward reaction prediction with 1.9M reactions from USPTO patents (1976-2016). Predict the product of the given reaction. Given the reactants [CH3:1][N:2]([CH2:10][CH2:11][CH:12]=O)[C:3](=[O:9])[O:4][C:5]([CH3:8])([CH3:7])[CH3:6].[N:14]1([C:20]([O:22][CH2:23][C:24]2[CH:29]=[C:28]([Cl:30])[CH:27]=[C:26]([Cl:31])[CH:25]=2)=[O:21])[CH2:19][CH2:18][NH:17][CH2:16][CH2:15]1.C(O)(=O)C.C(O[BH-](OC(=O)C)OC(=O)C)(=O)C.[Na+], predict the reaction product. The product is: [C:5]([O:4][C:3]([N:2]([CH3:1])[CH2:10][CH2:11][CH2:12][N:17]1[CH2:16][CH2:15][N:14]([C:20]([O:22][CH2:23][C:24]2[CH:29]=[C:28]([Cl:30])[CH:27]=[C:26]([Cl:31])[CH:25]=2)=[O:21])[CH2:19][CH2:18]1)=[O:9])([CH3:6])([CH3:7])[CH3:8].